From a dataset of Full USPTO retrosynthesis dataset with 1.9M reactions from patents (1976-2016). Predict the reactants needed to synthesize the given product. (1) Given the product [C:25]([O:28][CH2:29][C:30]1[C:35]([N:36]2[CH2:48][CH2:47][N:39]3[C:40]4[CH2:41][CH2:42][CH2:43][CH2:44][C:45]=4[CH:46]=[C:38]3[C:37]2=[O:49])=[CH:34][C:33]([F:50])=[CH:32][C:31]=1[C:4]1[N:5]=[C:6]([NH:9][C:10]2[CH:15]=[CH:14][C:13]([N:16]3[CH2:21][CH2:20][O:19][CH2:18][CH2:17]3)=[CH:12][CH:11]=2)[C:7](=[O:8])[N:2]([CH3:1])[CH:3]=1)(=[O:27])[CH3:26], predict the reactants needed to synthesize it. The reactants are: [CH3:1][N:2]1[C:7](=[O:8])[C:6]([NH:9][C:10]2[CH:15]=[CH:14][C:13]([N:16]3[CH2:21][CH2:20][O:19][CH2:18][CH2:17]3)=[CH:12][CH:11]=2)=[N:5][C:4](B(O)O)=[CH:3]1.[C:25]([O:28][CH2:29][C:30]1[C:35]([N:36]2[CH2:48][CH2:47][N:39]3[C:40]4[CH2:41][CH2:42][CH2:43][CH2:44][C:45]=4[CH:46]=[C:38]3[C:37]2=[O:49])=[CH:34][C:33]([F:50])=[CH:32][C:31]=1Br)(=[O:27])[CH3:26].C([O-])([O-])=O.[Na+].[Na+]. (2) Given the product [CH2:1]([N:8]1[CH2:12][C@H:11]2[C:13]3[CH:14]=[CH:15][CH:16]=[C:17]([C:22]4[CH:27]=[CH:26][CH:25]=[CH:24][CH:23]=4)[C:18]=3[CH2:19][O:20][C@H:10]2[CH2:9]1)[C:2]1[CH:7]=[CH:6][CH:5]=[CH:4][CH:3]=1, predict the reactants needed to synthesize it. The reactants are: [CH2:1]([N:8]1[CH2:12][C@H:11]2[C:13]3[CH:14]=[CH:15][CH:16]=[C:17](Br)[C:18]=3[CH2:19][O:20][C@H:10]2[CH2:9]1)[C:2]1[CH:7]=[CH:6][CH:5]=[CH:4][CH:3]=1.[C:22]1(B(O)O)[CH:27]=[CH:26][CH:25]=[CH:24][CH:23]=1.C(=O)([O-])[O-].[K+].[K+].